Dataset: Reaction yield outcomes from USPTO patents with 853,638 reactions. Task: Predict the reaction yield, written as a fraction of the theoretical maximum amount of product (1.0 means a 100% yield; for example, 0.34 means a 34% yield). (1) The reactants are [Si]([C:8]1[O:9][C:10]2[CH:30]=[C:29]([O:31][CH3:32])[CH:28]=[CH:27][C:11]=2[C:12]=1[C:13](=[O:26])[C:14]1[CH:19]=[C:18]([O:20][CH3:21])[C:17]([O:22][CH3:23])=[C:16]([O:24][CH3:25])[CH:15]=1)(C(C)(C)C)(C)C.[Br:33]Br. The catalyst is ClCCCl. The product is [Br:33][C:8]1[O:9][C:10]2[CH:30]=[C:29]([O:31][CH3:32])[CH:28]=[CH:27][C:11]=2[C:12]=1[C:13](=[O:26])[C:14]1[CH:19]=[C:18]([O:20][CH3:21])[C:17]([O:22][CH3:23])=[C:16]([O:24][CH3:25])[CH:15]=1. The yield is 0.370. (2) The reactants are [CH2:1]([C:3]1[O:7][C:6]([C:8]([O:10]C)=[O:9])=[CH:5][C:4]=1[C:12]1[N:16]([CH3:17])[N:15]=[CH:14][CH:13]=1)[CH3:2].[Cl:18]N1C(=O)CCC1=O.[OH-].[Na+]. The catalyst is O1CCCC1. The product is [Cl:18][C:13]1[CH:14]=[N:15][N:16]([CH3:17])[C:12]=1[C:4]1[CH:5]=[C:6]([C:8]([OH:10])=[O:9])[O:7][C:3]=1[CH2:1][CH3:2]. The yield is 0.628. (3) The reactants are C(OCC[N:7]1[C:16]2[C:11](=[CH:12][C:13]([CH2:17][C:18]3[CH:23]=[CH:22][CH:21]=[C:20]([Cl:24])[C:19]=3[Cl:25])=[CH:14][CH:15]=2)C(=O)C(C(OCC)=O)=C1)(=O)C.[OH-:32].[Na+].C([OH:36])C. No catalyst specified. The product is [Cl:24][C:20]1[CH:21]=[CH:22][CH:23]=[C:18]([CH2:17][C:13]2[CH:14]=[CH:15][C:16]([N+:7]([O-:36])=[O:32])=[CH:11][CH:12]=2)[C:19]=1[Cl:25]. The yield is 0.850. (4) The reactants are [Cl:1][C:2]1[CH:7]=[CH:6][C:5]([CH:8]([NH2:14])[CH2:9][CH2:10][N:11]([CH3:13])[CH3:12])=[CH:4][CH:3]=1.[C:15]1([CH2:21][C:22]([OH:24])=[O:23])[CH:20]=[CH:19][CH:18]=[CH:17][CH:16]=1.C(Cl)CCl.[C:29]([O-:32])([OH:31])=O.[Na+]. The catalyst is C1COCC1.CN(C1C=CN=CC=1)C.CCOC(C)=O. The product is [C:22]([OH:24])(=[O:23])[C:29]([OH:32])=[O:31].[Cl:1][C:2]1[CH:3]=[CH:4][C:5]([CH:8]([NH:14][C:22](=[O:23])[CH2:21][C:15]2[CH:20]=[CH:19][CH:18]=[CH:17][CH:16]=2)[CH2:9][CH2:10][N:11]([CH3:13])[CH3:12])=[CH:6][CH:7]=1. The yield is 0.600. (5) The reactants are [C:1]([C:4]1[CH:9]=[CH:8][C:7](OS(C(F)(F)F)(=O)=O)=[CH:6][C:5]=1[CH3:18])(=[O:3])[CH3:2].C([Sn](CCCC)(CCCC)[C:24]1[O:25][CH:26]=[CH:27][CH:28]=1)CCC.[Cl-].[Li+]. The catalyst is O1CCOCC1.O.C1C=CC([P]([Pd]([P](C2C=CC=CC=2)(C2C=CC=CC=2)C2C=CC=CC=2)([P](C2C=CC=CC=2)(C2C=CC=CC=2)C2C=CC=CC=2)[P](C2C=CC=CC=2)(C2C=CC=CC=2)C2C=CC=CC=2)(C2C=CC=CC=2)C2C=CC=CC=2)=CC=1. The product is [O:25]1[CH:26]=[CH:27][CH:28]=[C:24]1[C:7]1[CH:8]=[CH:9][C:4]([C:1](=[O:3])[CH3:2])=[C:5]([CH3:18])[CH:6]=1. The yield is 0.920. (6) The reactants are [OH:1][C:2]1[CH:7]=[CH:6][C:5]([C:8]2[CH:13]=[CH:12][C:11]([C:14]#[N:15])=[CH:10][CH:9]=2)=[CH:4][CH:3]=1.[I-:16].[Na+].[OH-].[Na+].Cl[O-].[Na+].P([O-])(O)(O)=O.[Na+]. The catalyst is CO.S([O-])([O-])(=O)=S.[Na+].[Na+].O. The product is [OH:1][C:2]1[CH:3]=[CH:4][C:5]([C:8]2[CH:13]=[CH:12][C:11]([C:14]#[N:15])=[CH:10][CH:9]=2)=[CH:6][C:7]=1[I:16]. The yield is 0.530. (7) The reactants are [Cl-].O[NH3+:3].[C:4](=[O:7])([O-])[OH:5].[Na+].CS(C)=O.[CH2:13]([C:15]1[N:16]([C:40]2[CH:45]=[CH:44][C:43]([O:46][C:47]([CH3:52])([CH3:51])[CH2:48][O:49][CH3:50])=[CH:42][CH:41]=2)[C:17](=[O:39])[C:18]([CH2:24][C:25]2[CH:30]=[CH:29][C:28]([C:31]3[C:32]([C:37]#[N:38])=[CH:33][CH:34]=[CH:35][CH:36]=3)=[CH:27][CH:26]=2)=[C:19]([CH2:21][CH2:22][CH3:23])[N:20]=1)[CH3:14]. The catalyst is O. The product is [CH2:13]([C:15]1[N:16]([C:40]2[CH:45]=[CH:44][C:43]([O:46][C:47]([CH3:52])([CH3:51])[CH2:48][O:49][CH3:50])=[CH:42][CH:41]=2)[C:17](=[O:39])[C:18]([CH2:24][C:25]2[CH:26]=[CH:27][C:28]([C:31]3[CH:36]=[CH:35][CH:34]=[CH:33][C:32]=3[C:37]3[NH:3][C:4](=[O:7])[O:5][N:38]=3)=[CH:29][CH:30]=2)=[C:19]([CH2:21][CH2:22][CH3:23])[N:20]=1)[CH3:14]. The yield is 0.610. (8) The reactants are [CH3:1][O:2][C:3]1[CH:4]=[C:5]([C:11]([CH3:23])([CH3:22])[CH2:12][CH2:13][CH2:14][CH2:15][C:16]#[C:17][Si](C)(C)C)[CH:6]=[C:7]([O:9][CH3:10])[CH:8]=1.C(=O)([O-])[O-].[K+].[K+]. The catalyst is CO.O. The product is [CH3:10][O:9][C:7]1[CH:6]=[C:5]([C:11]([CH3:23])([CH3:22])[CH2:12][CH2:13][CH2:14][CH2:15][C:16]#[CH:17])[CH:4]=[C:3]([O:2][CH3:1])[CH:8]=1. The yield is 0.760.